The task is: Predict the reaction yield, written as a fraction of the theoretical maximum amount of product (1.0 means a 100% yield; for example, 0.34 means a 34% yield).. This data is from Reaction yield outcomes from USPTO patents with 853,638 reactions. (1) The reactants are C1(P(C2C=CC=CC=2)C2C=CC=CC=2)C=CC=CC=1.N1C=CN=C1.[I:25]I.[C:27]([O:31][C:32]([NH:34][C@H:35]([C:38]([O:40][CH3:41])=[O:39])[CH2:36]O)=[O:33])([CH3:30])([CH3:29])[CH3:28]. The catalyst is C(Cl)Cl. The product is [C:27]([O:31][C:32]([NH:34][C@H:35]([C:38]([O:40][CH3:41])=[O:39])[CH2:36][I:25])=[O:33])([CH3:30])([CH3:29])[CH3:28]. The yield is 0.650. (2) The reactants are [F:1][C:2]1[CH:3]=[C:4]([OH:9])[CH:5]=[CH:6][C:7]=1[CH3:8].[Cl:10][C:11](Cl)([O:13]C(=O)OC(Cl)(Cl)Cl)Cl.N1C=CC=CC=1. The catalyst is C(Cl)Cl. The product is [Cl:10][C:11]([O:9][C:4]1[CH:5]=[CH:6][C:7]([CH3:8])=[C:2]([F:1])[CH:3]=1)=[O:13]. The yield is 0.990.